This data is from Forward reaction prediction with 1.9M reactions from USPTO patents (1976-2016). The task is: Predict the product of the given reaction. (1) Given the reactants Cl[C:2]1[CH:7]=[C:6]([Cl:8])[N:5]=[C:4]([C:9]2[CH:14]=[CH:13][C:12]([F:15])=[CH:11][CH:10]=2)[N:3]=1.[F:16][C:17]([F:27])([F:26])[O:18][C:19]1[CH:25]=[CH:24][C:22]([NH2:23])=[CH:21][CH:20]=1.C(N(CC)CC)C, predict the reaction product. The product is: [Cl:8][C:6]1[N:5]=[C:4]([C:9]2[CH:14]=[CH:13][C:12]([F:15])=[CH:11][CH:10]=2)[N:3]=[C:2]([NH:23][C:22]2[CH:24]=[CH:25][C:19]([O:18][C:17]([F:16])([F:26])[F:27])=[CH:20][CH:21]=2)[CH:7]=1. (2) Given the reactants [C:1]([O:4][C@@H:5]1[C@@H:13]([C@@:14]2([CH3:27])[CH2:19][CH2:18][C@H:17]([O:20][C:21](=[O:23])[CH3:22])[CH2:16][C@@H:15]2[CH2:24][CH2:25][OH:26])[CH2:12][CH2:11][C@@:10]2([CH3:28])[C@H:6]1[CH2:7][CH2:8][C:9]2=[CH2:29])(=[O:3])[CH3:2], predict the reaction product. The product is: [C:1]([O:4][C@@H:5]1[C@@H:13]([C@@:14]2([CH3:27])[CH2:19][CH2:18][C@H:17]([O:20][C:21](=[O:23])[CH3:22])[CH2:16][C@@H:15]2[CH2:24][CH:25]=[O:26])[CH2:12][CH2:11][C@@:10]2([CH3:28])[C@H:6]1[CH2:7][CH2:8][C:9]2=[CH2:29])(=[O:3])[CH3:2]. (3) Given the reactants C([O:5][C:6](=[O:20])[CH2:7][O:8][C:9]1[C:18]2[CH2:17][CH2:16][CH2:15][C@H:14](O)[C:13]=2[CH:12]=[CH:11][CH:10]=1)(C)(C)C.[CH3:21][NH:22][S:23]([C:26]1[CH:31]=[C:30]([C:32]([F:35])([F:34])[F:33])[CH:29]=[C:28]([C:36]([F:39])([F:38])[F:37])[CH:27]=1)(=[O:25])=[O:24].C1(P(C2C=CC=CC=2)C2C=CC=CC=2)C=CC=CC=1.N(C(OC(C)C)=O)=NC(OC(C)C)=O.[OH-].[Li+].Cl, predict the reaction product. The product is: [F:35][C:32]([F:33])([F:34])[C:30]1[CH:31]=[C:26]([S:23]([N:22]([CH3:21])[C@@H:14]2[CH2:15][CH2:16][CH2:17][C:18]3[C:9]([O:8][CH2:7][C:6]([OH:5])=[O:20])=[CH:10][CH:11]=[CH:12][C:13]2=3)(=[O:25])=[O:24])[CH:27]=[C:28]([C:36]([F:39])([F:37])[F:38])[CH:29]=1. (4) Given the reactants C(=O)([O-])[O-].[Cs+].[Cs+].[F:7][C:8]1[CH:13]=[CH:12][C:11]([C:14](=[N:20][N:21]2[C:25](=O)[CH2:24][CH2:23][CH:22]2[CH3:27])[CH2:15][C:16]([O:18][CH3:19])=[O:17])=[CH:10][CH:9]=1.C(OCC)(=O)C.O, predict the reaction product. The product is: [F:7][C:8]1[CH:13]=[CH:12][C:11]([C:14]2[C:15]([C:16]([O:18][CH3:19])=[O:17])=[C:25]3[CH2:24][CH2:23][CH:22]([CH3:27])[N:21]3[N:20]=2)=[CH:10][CH:9]=1. (5) Given the reactants [OH-].[Na+].[Cl:3][C:4]1[CH:5]=[C:6]([C:14]2[O:18][N:17]=[C:16]([C:19]3[C:20]([CH3:33])=[C:21]([CH2:25][CH2:26][CH2:27][C:28]([O:30]CC)=[O:29])[CH:22]=[CH:23][CH:24]=3)[N:15]=2)[CH:7]=[N:8][C:9]=1[O:10][CH:11]([CH3:13])[CH3:12].Cl, predict the reaction product. The product is: [Cl:3][C:4]1[CH:5]=[C:6]([C:14]2[O:18][N:17]=[C:16]([C:19]3[C:20]([CH3:33])=[C:21]([CH2:25][CH2:26][CH2:27][C:28]([OH:30])=[O:29])[CH:22]=[CH:23][CH:24]=3)[N:15]=2)[CH:7]=[N:8][C:9]=1[O:10][CH:11]([CH3:13])[CH3:12]. (6) Given the reactants [CH2:1]([CH:4]1[CH2:9][CH2:8][C:7](=O)[CH2:6][CH2:5]1)[CH2:2][CH3:3].[NH:11]1[CH2:16][CH2:15][CH:14]([OH:17])[CH2:13][CH2:12]1, predict the reaction product. The product is: [CH2:1]([CH:4]1[CH2:9][CH2:8][CH:7]([N:11]2[CH2:16][CH2:15][C:14](=[O:17])[CH2:13][CH2:12]2)[CH2:6][CH2:5]1)[CH2:2][CH3:3].